Dataset: Catalyst prediction with 721,799 reactions and 888 catalyst types from USPTO. Task: Predict which catalyst facilitates the given reaction. (1) Reactant: [CH3:1][C@H:2]1[CH2:7][NH:6][C@H:5]([CH3:8])[CH2:4][N:3]1[C@H:9]([C:17]1[CH:21]=[CH:20][S:19][CH:18]=1)[C:10]1[CH:11]=[C:12]([OH:16])[CH:13]=[CH:14][CH:15]=1.[Cl:22][C:23]1[CH:30]=[CH:29][C:26]([CH:27]=O)=[CH:25][CH:24]=1.C(O)(=O)C.C(O[BH-](OC(=O)C)OC(=O)C)(=O)C.[Na+]. Product: [Cl:22][C:23]1[CH:30]=[CH:29][C:26]([CH2:27][N:6]2[C@H:5]([CH3:8])[CH2:4][N:3]([C@H:9]([C:17]3[CH:21]=[CH:20][S:19][CH:18]=3)[C:10]3[CH:11]=[C:12]([OH:16])[CH:13]=[CH:14][CH:15]=3)[C@@H:2]([CH3:1])[CH2:7]2)=[CH:25][CH:24]=1. The catalyst class is: 54. (2) Reactant: [H-].[Na+].[CH2:3]([O:5][C:6](=[O:16])[CH2:7][C:8]1[CH:13]=[CH:12][C:11]([OH:14])=[C:10]([Br:15])[CH:9]=1)[CH3:4].FC(F)(F)S(O[CH2:23][CH:24]([F:26])[F:25])(=O)=O. Product: [CH2:3]([O:5][C:6](=[O:16])[CH2:7][C:8]1[CH:13]=[CH:12][C:11]([O:14][CH2:23][CH:24]([F:26])[F:25])=[C:10]([Br:15])[CH:9]=1)[CH3:4]. The catalyst class is: 1. (3) The catalyst class is: 10. Reactant: [CH2:1]([NH:4][C:5]1[C:14]2[C:9](=[CH:10][CH:11]=[C:12]([N+:15]([O-:17])=[O:16])[CH:13]=2)[N:8]=[C:7]([NH2:18])[N:6]=1)[CH:2]=[CH2:3].[C:19](OC(=O)C)(=[O:21])[CH3:20].C(N(CC)CC)C.O. Product: [C:19]([NH:18][C:7]1[N:6]=[C:5]([NH:4][CH2:1][CH:2]=[CH2:3])[C:14]2[C:9](=[CH:10][CH:11]=[C:12]([N+:15]([O-:17])=[O:16])[CH:13]=2)[N:8]=1)(=[O:21])[CH3:20]. (4) Reactant: [CH3:1][N:2]1[CH2:15][CH2:14][C:5]2[NH:6][C:7]3[CH:8]=[CH:9][C:10]([CH3:13])=[CH:11][C:12]=3[C:4]=2[CH2:3]1.P([O-])([O-])([O-])=O.[K+].[K+].[K+].N1CCC[C@H]1C(O)=O.Br[CH:33]=[C:34]([C:36]1[CH:37]=[N:38][CH:39]=[N:40][CH:41]=1)[CH3:35]. Product: [CH3:1][N:2]1[CH2:15][CH2:14][C:5]2[N:6](/[CH:33]=[C:34](/[C:36]3[CH:37]=[N:38][CH:39]=[N:40][CH:41]=3)\[CH3:35])[C:7]3[CH:8]=[CH:9][C:10]([CH3:13])=[CH:11][C:12]=3[C:4]=2[CH2:3]1. The catalyst class is: 122. (5) Reactant: [NH:1]([C:5]1[CH:10]=[CH:9][C:8]([OH:11])=[CH:7][CH:6]=1)[C:2]([CH3:4])=[O:3].C(=O)([O-])[O-].[K+].[K+].Br[CH2:19][C:20]([O:22][CH3:23])=[O:21]. Product: [NH:1]([C:5]1[CH:10]=[CH:9][C:8]([O:11][CH2:19][C:20]([O:22][CH3:23])=[O:21])=[CH:7][CH:6]=1)[C:2]([CH3:4])=[O:3]. The catalyst class is: 21. (6) Reactant: C(N(CC)CC)C.O=C1N(P(Cl)(N2CCOC2=O)=O)CCO1.[CH2:23]([NH:27][C:28]([CH:30]1[CH2:38][C:37]2[C:32](=[CH:33][CH:34]=[C:35]([O:39][CH3:40])[CH:36]=2)[NH:31]1)=[O:29])[CH2:24][CH2:25][CH3:26].[CH2:41]([O:48][C:49]([NH:51][C@H:52]([C:54](O)=[O:55])[CH3:53])=[O:50])[C:42]1[CH:47]=[CH:46][CH:45]=[CH:44][CH:43]=1. Product: [CH2:23]([NH:27][C:28]([CH:30]1[CH2:38][C:37]2[C:32](=[CH:33][CH:34]=[C:35]([O:39][CH3:40])[CH:36]=2)[N:31]1[C:54](=[O:55])[C@H:52]([CH3:53])[NH:51][C:49]([O:48][CH2:41][C:42]1[CH:47]=[CH:46][CH:45]=[CH:44][CH:43]=1)=[O:50])=[O:29])[CH2:24][CH2:25][CH3:26]. The catalyst class is: 4. (7) Reactant: B(Br)(Br)Br.[Br:5][CH2:6][C:7]1[C:8]2[CH:23]=[C:22]([O:24]C)[C:21]([O:26]C)=[CH:20][C:9]=2[S:10][C:11]=1[C:12]([N:14]1[CH2:19][CH2:18][O:17][CH2:16][CH2:15]1)=[O:13].CO. Product: [Br:5][CH2:6][C:7]1[C:8]2[CH:23]=[C:22]([OH:24])[C:21]([OH:26])=[CH:20][C:9]=2[S:10][C:11]=1[C:12]([N:14]1[CH2:19][CH2:18][O:17][CH2:16][CH2:15]1)=[O:13]. The catalyst class is: 4.